From a dataset of Reaction yield outcomes from USPTO patents with 853,638 reactions. Predict the reaction yield, written as a fraction of the theoretical maximum amount of product (1.0 means a 100% yield; for example, 0.34 means a 34% yield). (1) The reactants are [NH:1]([C:3]1[CH:11]=[CH:10][C:6]([C:7]([OH:9])=[O:8])=[CH:5][CH:4]=1)[NH2:2].[F:12][C:13]1[CH:20]=[CH:19][C:18]([I:21])=[CH:17][C:14]=1[CH:15]=O.C(=O)([O-])[O-].[Cs+].[Cs+].Cl. The catalyst is CN(C=O)C.O. The product is [F:12][C:13]1[CH:20]=[CH:19][C:18]([I:21])=[CH:17][C:14]=1[CH:15]=[N:2][NH:1][C:3]1[CH:4]=[CH:5][C:6]([C:7]([OH:9])=[O:8])=[CH:10][CH:11]=1. The yield is 0.980. (2) The yield is 0.960. The product is [C:13]([C:17]1[CH:22]=[CH:21][C:20]([S:23]([NH:1][C:2]2[CH:11]=[CH:10][C:5]([C:6]([O:8][CH3:9])=[O:7])=[C:4]([OH:12])[CH:3]=2)(=[O:25])=[O:24])=[CH:19][CH:18]=1)([CH3:16])([CH3:14])[CH3:15]. No catalyst specified. The reactants are [NH2:1][C:2]1[CH:3]=[C:4]([OH:12])[C:5](=[CH:10][CH:11]=1)[C:6]([O:8][CH3:9])=[O:7].[C:13]([C:17]1[CH:22]=[CH:21][C:20]([S:23](Cl)(=[O:25])=[O:24])=[CH:19][CH:18]=1)([CH3:16])([CH3:15])[CH3:14].